From a dataset of HIV replication inhibition screening data with 41,000+ compounds from the AIDS Antiviral Screen. Binary Classification. Given a drug SMILES string, predict its activity (active/inactive) in a high-throughput screening assay against a specified biological target. (1) The drug is CC1=C2C(=CC(C)(CO)C2O)C(=O)C(C)(O)C12CC2. The result is 0 (inactive). (2) The drug is c1ccc(N2N=NC3C4CC(C5COCC54)C32)cc1. The result is 0 (inactive). (3) The drug is CC1=NNC(=O)C1C1CC(c2c[nH]c3ccccc23)=NNC1=S. The result is 0 (inactive).